Dataset: Full USPTO retrosynthesis dataset with 1.9M reactions from patents (1976-2016). Task: Predict the reactants needed to synthesize the given product. (1) Given the product [F:1][C@H:2]1[CH2:19][C@@:17]2([CH3:18])[C@@H:13]([CH2:14][CH2:15][C@@H:16]2[OH:20])[C@H:12]2[C@H:3]1[C:4]1[CH:5]=[CH:6][C:7]([OH:37])=[CH:8][C:9]=1[CH2:10][C@H:11]2[CH2:21][CH2:22][CH2:23][CH2:24][CH2:25][N:26]([CH3:36])[CH2:27][CH2:28][CH2:29][CH2:30][CH2:31][CH2:32][CH2:33][CH2:34][CH3:35], predict the reactants needed to synthesize it. The reactants are: [F:1][C@H:2]1[CH2:19][C@@:17]2([CH3:18])[C@@H:13]([CH2:14][CH2:15][C:16]2=[O:20])[C@H:12]2[C@H:3]1[C:4]1[CH:5]=[CH:6][C:7]([OH:37])=[CH:8][C:9]=1[CH2:10][C@H:11]2[CH2:21][CH2:22][CH2:23][CH2:24][CH2:25][N:26]([CH3:36])[CH2:27][CH2:28][CH2:29][CH2:30][CH2:31][CH2:32][CH2:33][CH2:34][CH3:35].[BH4-].[Na+]. (2) Given the product [CH3:23][S:24]([CH2-:26])=[O:25].[Na+:2].[CH3:22][N:11]1[C:12]2[NH:13][C:14]3[CH:19]=[C:18]([CH3:23])[CH:17]=[CH:16][C:15]=3[NH:21][C:6](=[O:7])[C:8]=2[CH:9]=[N:10]1, predict the reactants needed to synthesize it. The reactants are: [H-].[Na+:2].C(O[C:6]([C:8]1[CH:9]=[N:10][N:11]([CH3:22])[C:12]=1[NH:13][C:14]1[CH:19]=[CH:18][C:17](C)=[CH:16][C:15]=1[NH2:21])=[O:7])C.[CH3:23][S:24]([CH3:26])=[O:25].